This data is from Reaction yield outcomes from USPTO patents with 853,638 reactions. The task is: Predict the reaction yield, written as a fraction of the theoretical maximum amount of product (1.0 means a 100% yield; for example, 0.34 means a 34% yield). (1) The reactants are [NH2:1][C:2]1[CH:3]=[CH:4][C:5]2[O:9][C:8]([CH:10]([NH:17][C:18]3[CH:23]=[CH:22][C:21]([C:24]([N:26]([CH3:34])[CH2:27][CH2:28][C:29]([O:31]CC)=[O:30])=[O:25])=[CH:20][CH:19]=3)[CH:11]3[CH2:16][CH2:15][CH2:14][CH2:13][CH2:12]3)=[C:7]([CH3:35])[C:6]=2[CH:36]=1.[CH3:37][S:38](Cl)(=[O:40])=[O:39].[Cl-].[NH4+].[OH-].[Li+]. The catalyst is CN(C)C(=O)C.O.C(O)C.O1CCCC1.C(N(CC)CC)C. The product is [CH:11]1([CH:10]([NH:17][C:18]2[CH:23]=[CH:22][C:21]([C:24]([N:26]([CH3:34])[CH2:27][CH2:28][C:29]([OH:31])=[O:30])=[O:25])=[CH:20][CH:19]=2)[C:8]2[O:9][C:5]3[CH:4]=[CH:3][C:2]([NH:1][S:38]([CH3:37])(=[O:40])=[O:39])=[CH:36][C:6]=3[C:7]=2[CH3:35])[CH2:16][CH2:15][CH2:14][CH2:13][CH2:12]1. The yield is 0.910. (2) The reactants are Br[C:2]1[CH:3]=[C:4]2[C:9](=[CH:10][CH:11]=1)[N:8]([C:12]1[CH:17]=[CH:16][C:15]([F:18])=[CH:14][CH:13]=1)[CH:7]=[C:6]([C:19]([NH2:21])=[O:20])[C:5]2=[O:22].[N:23]1[CH:28]=[CH:27][CH:26]=[C:25](B(O)O)[CH:24]=1.C(=O)([O-])[O-].[Na+].[Na+].C(OCC)(=O)C. The catalyst is C(COC)OC.C1C=CC(P(C2C=CC=CC=2)[C-]2C=CC=C2)=CC=1.C1C=CC(P(C2C=CC=CC=2)[C-]2C=CC=C2)=CC=1.Cl[Pd]Cl.[Fe+2].O. The yield is 0.680. The product is [F:18][C:15]1[CH:16]=[CH:17][C:12]([N:8]2[C:9]3[C:4](=[CH:3][C:2]([C:25]4[CH:24]=[N:23][CH:28]=[CH:27][CH:26]=4)=[CH:11][CH:10]=3)[C:5](=[O:22])[C:6]([C:19]([NH2:21])=[O:20])=[CH:7]2)=[CH:13][CH:14]=1. (3) The reactants are [H-].[Na+].[C:3]([O:10][CH3:11])(=[O:9])[CH2:4][C:5]([O:7][CH3:8])=[O:6].Br[CH2:13][C:14]1[CH:19]=[CH:18][C:17]([Cl:20])=[C:16]([C:21]([F:24])([F:23])[F:22])[CH:15]=1. No catalyst specified. The product is [Cl:20][C:17]1[CH:18]=[CH:19][C:14]([CH2:13][CH:4]([C:3]([O:10][CH3:11])=[O:9])[C:5]([O:7][CH3:8])=[O:6])=[CH:15][C:16]=1[C:21]([F:22])([F:23])[F:24]. The yield is 0.990. (4) The reactants are [Cl:1][C:2]1[CH:3]=[C:4]([NH:9][C:10]2[C:15]([C:16]#[N:17])=[CH:14][N:13]=[C:12]3[S:18][C:19]4[CH2:20][N:21](C(OC(C)(C)C)=O)[CH2:22][CH2:23][C:24]=4[C:11]=23)[CH:5]=[CH:6][C:7]=1[F:8].Cl.O1CCOCC1. The catalyst is CC(O)C. The product is [Cl:1][C:2]1[CH:3]=[C:4]([NH:9][C:10]2[C:15]([C:16]#[N:17])=[CH:14][N:13]=[C:12]3[S:18][C:19]4[CH2:20][NH:21][CH2:22][CH2:23][C:24]=4[C:11]=23)[CH:5]=[CH:6][C:7]=1[F:8]. The yield is 0.990. (5) The reactants are C(OC(=O)[NH:7][CH2:8][C:9]1[C:10](=[O:17])[NH:11][C:12]([CH3:16])=[CH:13][C:14]=1[CH3:15])(C)(C)C.O1CCOCC1.[ClH:25]. No catalyst specified. The product is [ClH:25].[NH2:7][CH2:8][C:9]1[C:10](=[O:17])[NH:11][C:12]([CH3:16])=[CH:13][C:14]=1[CH3:15]. The yield is 0.400. (6) The reactants are N12CCCN=C1CCCCC2.Cl.[NH2:13][CH2:14][C:15]1[CH:23]=[CH:22][CH:21]=[C:20]2[C:16]=1[C:17](=[O:33])[N:18]([CH:25]1[CH2:30][CH2:29][C:28](=[O:31])[NH:27][C:26]1=[O:32])[C:19]2=[O:24].[S:34]1[CH:38]=[CH:37][CH:36]=[C:35]1[C:39](Cl)=[O:40]. The catalyst is CC#N. The product is [O:32]=[C:26]1[CH:25]([N:18]2[C:17](=[O:33])[C:16]3[C:20](=[CH:21][CH:22]=[CH:23][C:15]=3[CH2:14][NH:13][C:39]([C:35]3[S:34][CH:38]=[CH:37][CH:36]=3)=[O:40])[C:19]2=[O:24])[CH2:30][CH2:29][C:28](=[O:31])[NH:27]1. The yield is 0.470. (7) The reactants are [CH3:1][O:2][C:3]1[CH:12]=[C:11]2[C:6]([CH:7]=[CH:8][CH:9]=[N:10]2)=[CH:5][CH:4]=1. The catalyst is CO.O=[Pt]=O. The product is [CH3:1][O:2][C:3]1[CH:12]=[C:11]2[C:6]([CH2:7][CH2:8][CH2:9][NH:10]2)=[CH:5][CH:4]=1. The yield is 0.380. (8) The reactants are [C:1]([O:5][C:6]([N:8]([C:46]([O:48][C:49]([CH3:52])([CH3:51])[CH3:50])=[O:47])[C:9]1[C:10]([C:25]2[O:29][C:28]([C:30]3[CH:35]=[CH:34][C:33]([CH2:36][N:37]([CH3:45])[C:38](=[O:44])[O:39][C:40]([CH3:43])([CH3:42])[CH3:41])=[CH:32][CH:31]=3)=[N:27][N:26]=2)=[N:11][C:12]([C:15]2[CH2:24][CH2:23][C:18]3(OCC[O:19]3)[CH2:17][CH:16]=2)=[CH:13][N:14]=1)=[O:7])([CH3:4])([CH3:3])[CH3:2].Cl. The catalyst is C1COCC1.CCOC(C)=O. The product is [C:49]([O:48][C:46]([N:8]([C:6]([O:5][C:1]([CH3:4])([CH3:3])[CH3:2])=[O:7])[C:9]1[C:10]([C:25]2[O:29][C:28]([C:30]3[CH:35]=[CH:34][C:33]([CH2:36][N:37]([CH3:45])[C:38](=[O:44])[O:39][C:40]([CH3:41])([CH3:42])[CH3:43])=[CH:32][CH:31]=3)=[N:27][N:26]=2)=[N:11][C:12]([C:15]2[CH2:24][CH2:23][C:18](=[O:19])[CH2:17][CH:16]=2)=[CH:13][N:14]=1)=[O:47])([CH3:50])([CH3:51])[CH3:52]. The yield is 0.760. (9) The reactants are [CH2:1]([NH2:5])[CH2:2][CH2:3][CH3:4].[C:6](=[O:8])=[O:7]. No catalyst specified. The product is [CH2:1]([NH:5][C:6](=[O:7])[O-:8])[CH2:2][CH2:3][CH3:4].[CH2:1]([NH3+:5])[CH2:2][CH2:3][CH3:4]. The yield is 0.990.